The task is: Predict the reaction yield, written as a fraction of the theoretical maximum amount of product (1.0 means a 100% yield; for example, 0.34 means a 34% yield).. This data is from Reaction yield outcomes from USPTO patents with 853,638 reactions. (1) The reactants are [CH2:1]([C@@H:5]1[NH:10][CH2:9][C@H:8]([CH2:11][CH:12]([CH3:14])[CH3:13])[NH:7][C:6]1=[O:15])[CH:2]([CH3:4])[CH3:3].[F:16][C:17]1[CH:22]=[C:21]([F:23])[CH:20]=[CH:19][C:18]=1[C@@H:24]1[CH2:26][C@H:25]1[C:27](O)=[O:28].C([C@@H]1N(C(=O)/C=C/C2C=CC=CC=2)C[C@H](CC(C)C)NC1=O)C(C)C. No catalyst specified. The product is [F:16][C:17]1[CH:22]=[C:21]([F:23])[CH:20]=[CH:19][C:18]=1[C@@H:24]1[CH2:26][C@H:25]1[C:27]([N:10]1[CH2:9][C@H:8]([CH2:11][CH:12]([CH3:14])[CH3:13])[NH:7][C:6](=[O:15])[C@@H:5]1[CH2:1][CH:2]([CH3:4])[CH3:3])=[O:28]. The yield is 0.683. (2) The product is [C:1]([O:5][C:6](=[O:15])[NH:7][CH:8]1[CH2:13][CH2:12][C:11](=[O:14])[CH2:10][CH2:9]1)([CH3:4])([CH3:2])[CH3:3]. The catalyst is C(Cl)Cl.[Ru]([O-])(=O)(=O)=O.C([N+](CCC)(CCC)CCC)CC. The yield is 0.960. The reactants are [C:1]([O:5][C:6](=[O:15])[NH:7][CH:8]1[CH2:13][CH2:12][CH:11]([OH:14])[CH2:10][CH2:9]1)([CH3:4])([CH3:3])[CH3:2].C[N+]1([O-])CCOCC1. (3) The reactants are C(=O)([O-])[O-].[Cs+].[Cs+].[N:7]1[CH:12]=[CH:11][CH:10]=[CH:9][C:8]=1[CH2:13][CH2:14][NH2:15].I[C:17]1[CH:18]=[C:19]([CH3:24])[C:20]([CH3:23])=[CH:21][CH:22]=1.C(C1CCCCC1=O)(=O)C. The catalyst is CN(C=O)C.O.[Cu]I. The product is [CH3:24][C:19]1[CH:18]=[C:17]([NH:15][CH2:14][CH2:13][C:8]2[CH:9]=[CH:10][CH:11]=[CH:12][N:7]=2)[CH:22]=[CH:21][C:20]=1[CH3:23]. The yield is 0.310. (4) The product is [CH2:1]([C:3]1[CH:4]=[C:5]2[C:9](=[CH:10][C:11]=1[NH2:12])[NH:8][CH:7]=[CH:6]2)[CH3:2]. The reactants are [CH2:1]([C:3]1[CH:4]=[C:5]2[C:9](=[CH:10][C:11]=1[N+:12]([O-])=O)[NH:8][CH:7]=[CH:6]2)[CH3:2]. The yield is 0.480. The catalyst is [Ni]. (5) The reactants are [NH2:1][C:2]([NH:4][C:5]1[NH:6][C:7]2[C:12]([C:13]=1[C:14]([NH2:16])=[O:15])=[CH:11][CH:10]=[C:9]([C:17]([O:19]C)=[O:18])[CH:8]=2)=[O:3].CO.O. The catalyst is O1CCCC1. The product is [NH2:1][C:2]([NH:4][C:5]1[NH:6][C:7]2[C:12]([C:13]=1[C:14](=[O:15])[NH2:16])=[CH:11][CH:10]=[C:9]([C:17]([OH:19])=[O:18])[CH:8]=2)=[O:3]. The yield is 0.990. (6) The reactants are [CH2:1]([NH:8][C:9]1[C:14]2[C:15]([C:18]3[CH:23]=[CH:22][C:21]([CH3:24])=[CH:20][CH:19]=3)=[CH:16][S:17][C:13]=2[C:12](Br)=[CH:11][N:10]=1)[C:2]1[CH:7]=[CH:6][CH:5]=[CH:4][CH:3]=1.[CH3:26][C:27]1[CH:32]=[CH:31][C:30](B(O)O)=[CH:29][CH:28]=1.C1(P(C2C=CC=CC=2)C2C=CC=CC=2)C=CC=CC=1.C(=O)([O-])[O-].[Na+].[Na+]. The catalyst is COCCOC.C([O-])(=O)C.[Pd+2].C([O-])(=O)C. The product is [CH2:1]([NH:8][C:9]1[C:14]2[C:15]([C:18]3[CH:23]=[CH:22][C:21]([CH3:24])=[CH:20][CH:19]=3)=[CH:16][S:17][C:13]=2[C:12]([C:30]2[CH:31]=[CH:32][C:27]([CH3:26])=[CH:28][CH:29]=2)=[CH:11][N:10]=1)[C:2]1[CH:7]=[CH:6][CH:5]=[CH:4][CH:3]=1. The yield is 0.530. (7) The reactants are [Cl:1][C:2]1[CH:7]=[CH:6][N:5]2[N:8]=[CH:9][CH:10]=[C:4]2[N:3]=1.[Br:11]Br. The catalyst is C(O)(=O)C. The product is [Br:11][C:10]1[CH:9]=[N:8][N:5]2[CH:6]=[CH:7][C:2]([Cl:1])=[N:3][C:4]=12. The yield is 0.490. (8) The yield is 0.880. The reactants are [NH2:1][C:2]1[C:11]2[C:6](=[C:7](Br)[CH:8]=[CH:9][CH:10]=2)[N:5]=[N:4][C:3]=1[C:13]([NH:15][CH:16]1[CH2:18][CH2:17]1)=[O:14].[F:19][C:20]1[CH:21]=[C:22](B(O)O)[CH:23]=[N:24][C:25]=1[O:26][CH3:27]. The product is [NH2:1][C:2]1[C:11]2[C:6](=[C:7]([C:22]3[CH:23]=[N:24][C:25]([O:26][CH3:27])=[C:20]([F:19])[CH:21]=3)[CH:8]=[CH:9][CH:10]=2)[N:5]=[N:4][C:3]=1[C:13]([NH:15][CH:16]1[CH2:18][CH2:17]1)=[O:14]. No catalyst specified. (9) The reactants are [N:1]1[CH:6]=[CH:5][C:4](B(O)O)=[CH:3][CH:2]=1.[C:10]([CH:17]1[CH2:22][CH2:21][N:20](N)[CH2:19][CH2:18]1)([O:12][C:13]([CH3:16])([CH3:15])[CH3:14])=[O:11].[N:24]1C=CC=CC=1. The catalyst is CN(C1C=CN=CC=1)C.C(Cl)Cl.CC([O-])=O.CC([O-])=O.[Cu+2]. The product is [C:10]([CH:17]1[CH2:22][CH2:21][N:20]([C:4]2[CH:5]=[CH:6][N:1]=[CH:2][CH:3]=2)[CH:19]([NH2:24])[CH2:18]1)([O:12][C:13]([CH3:16])([CH3:15])[CH3:14])=[O:11]. The yield is 0.900.